This data is from Forward reaction prediction with 1.9M reactions from USPTO patents (1976-2016). The task is: Predict the product of the given reaction. (1) Given the reactants [CH:1]1([C:7]2[C:8]3[CH:9]=[CH:10][C:11]([C:46]([O:48]C)=[O:47])=[CH:12][C:13]=3[N:14]3[CH2:20][CH:19]([CH2:21][N:22]([CH3:41])[CH2:23][CH2:24][N:25]([CH3:40])[CH2:26][CH2:27][CH2:28][S:29](=[O:39])(=[O:38])[NH:30]C(=O)OC(C)(C)C)[CH2:18][C:17]4[CH:42]=[CH:43][CH:44]=[CH:45][C:16]=4[C:15]=23)[CH2:6][CH2:5][CH2:4][CH2:3][CH2:2]1.C(O)(C(F)(F)F)=O.[OH-].[K+].Cl, predict the reaction product. The product is: [NH2:30][S:29]([CH2:28][CH2:27][CH2:26][N:25]([CH3:40])[CH2:24][CH2:23][N:22]([CH2:21][CH:19]1[CH2:18][C:17]2[CH:42]=[CH:43][CH:44]=[CH:45][C:16]=2[C:15]2=[C:7]([CH:1]3[CH2:6][CH2:5][CH2:4][CH2:3][CH2:2]3)[C:8]3[CH:9]=[CH:10][C:11]([C:46]([OH:48])=[O:47])=[CH:12][C:13]=3[N:14]2[CH2:20]1)[CH3:41])(=[O:39])=[O:38]. (2) Given the reactants C1CCN2C(=NCCC2)CC1.[CH2:12]([CH:14]([CH2:27][CH3:28])[CH2:15][O:16][C:17](=[O:26])[C:18]1[CH:23]=[CH:22][C:21]([CH2:24]Br)=[CH:20][CH:19]=1)[CH3:13].[CH3:29][O:30][C:31]1[CH:45]=[C:44]([O:46][CH3:47])[CH:43]=[CH:42][C:32]=1[CH2:33][N:34]1[C:38](=[O:39])[CH2:37][NH:36][S:35]1(=[O:41])=[O:40], predict the reaction product. The product is: [CH2:12]([CH:14]([CH2:27][CH3:28])[CH2:15][O:16][C:17](=[O:26])[C:18]1[CH:23]=[CH:22][C:21]([CH2:24][N:36]2[CH2:37][C:38](=[O:39])[N:34]([CH2:33][C:32]3[CH:42]=[CH:43][C:44]([O:46][CH3:47])=[CH:45][C:31]=3[O:30][CH3:29])[S:35]2(=[O:40])=[O:41])=[CH:20][CH:19]=1)[CH3:13]. (3) Given the reactants [N:1]1([C:7](=[O:25])[CH2:8][C:9]2[CH:10]=[N:11][CH:12]=[C:13]([C:15]3[CH:16]=[N:17][C:18]4[NH:19][CH2:20][CH2:21][CH2:22][C:23]=4[CH:24]=3)[CH:14]=2)[CH2:6][CH2:5][O:4][CH2:3][CH2:2]1.N1C=CC=CC=1.[C:32](Cl)(=[O:34])[CH3:33], predict the reaction product. The product is: [C:32]([N:19]1[C:18]2[N:17]=[CH:16][C:15]([C:13]3[CH:14]=[C:9]([CH2:8][C:7]([N:1]4[CH2:6][CH2:5][O:4][CH2:3][CH2:2]4)=[O:25])[CH:10]=[N:11][CH:12]=3)=[CH:24][C:23]=2[CH2:22][CH2:21][CH2:20]1)(=[O:34])[CH3:33].